From a dataset of Full USPTO retrosynthesis dataset with 1.9M reactions from patents (1976-2016). Predict the reactants needed to synthesize the given product. (1) Given the product [C:1]([O:5][C:6](=[O:39])[CH2:7][C@H:8]([NH:15][S:16]([C:19]1[CH:24]=[CH:23][C:22]([N:46]2[CH2:50][CH2:49][CH2:48][CH2:47]2)=[CH:21][C:20]=1[O:26][CH2:27][CH2:28][C:29]1[C:38]2[C:33](=[CH:34][CH:35]=[CH:36][CH:37]=2)[CH:32]=[CH:31][CH:30]=1)(=[O:18])=[O:17])[C:9]([N:11]([O:13][CH3:14])[CH3:12])=[O:10])([CH3:4])([CH3:3])[CH3:2], predict the reactants needed to synthesize it. The reactants are: [C:1]([O:5][C:6](=[O:39])[CH2:7][CH:8]([NH:15][S:16]([C:19]1[CH:24]=[CH:23][C:22](F)=[CH:21][C:20]=1[O:26][CH2:27][CH2:28][C:29]1[C:38]2[C:33](=[CH:34][CH:35]=[CH:36][CH:37]=2)[CH:32]=[CH:31][CH:30]=1)(=[O:18])=[O:17])[C:9]([N:11]([O:13][CH3:14])[CH3:12])=[O:10])([CH3:4])([CH3:3])[CH3:2].CCOC(C)=O.[NH:46]1[CH2:50][CH2:49][CH2:48][CH2:47]1. (2) The reactants are: [C:1]([O:5][C:6]([NH:8][C:9]1[CH:10]=[C:11]2[C:15](=[CH:16][CH:17]=1)[NH:14][C:13](=[O:18])[CH2:12]2)=[O:7])([CH3:4])([CH3:3])[CH3:2].[NH:19]1[C:27]2[C:22](=[CH:23][CH:24]=[CH:25][CH:26]=2)[CH:21]=[C:20]1[CH:28]=O. Given the product [C:1]([O:5][C:6]([NH:8][C:9]1[CH:10]=[C:11]2[C:15](=[CH:16][CH:17]=1)[NH:14][C:13](=[O:18])[C:12]2=[CH:28][C:20]1[NH:19][C:27]2[C:22]([CH:21]=1)=[CH:23][CH:24]=[CH:25][CH:26]=2)=[O:7])([CH3:4])([CH3:2])[CH3:3], predict the reactants needed to synthesize it.